This data is from Full USPTO retrosynthesis dataset with 1.9M reactions from patents (1976-2016). The task is: Predict the reactants needed to synthesize the given product. Given the product [F:11][C:12]1[CH:17]=[CH:16][C:15]([N:18]2[C:22]3[CH:23]=[C:24]4[C@:29]([CH:31]=[O:32])([CH2:30][C:21]=3[CH:20]=[N:19]2)[CH2:28][N:27]([S:33]([C:36]2[CH:37]=[CH:38][C:39]([C:42]([F:45])([F:43])[F:44])=[CH:40][CH:41]=2)(=[O:35])=[O:34])[CH2:26][CH2:25]4)=[CH:14][CH:13]=1, predict the reactants needed to synthesize it. The reactants are: C(Cl)(=O)C(Cl)=O.CS(C)=O.[F:11][C:12]1[CH:17]=[CH:16][C:15]([N:18]2[C:22]3[CH:23]=[C:24]4[C@:29]([CH2:31][OH:32])([CH2:30][C:21]=3[CH:20]=[N:19]2)[CH2:28][N:27]([S:33]([C:36]2[CH:41]=[CH:40][C:39]([C:42]([F:45])([F:44])[F:43])=[CH:38][CH:37]=2)(=[O:35])=[O:34])[CH2:26][CH2:25]4)=[CH:14][CH:13]=1.C(N(CC)CC)C.